From a dataset of Full USPTO retrosynthesis dataset with 1.9M reactions from patents (1976-2016). Predict the reactants needed to synthesize the given product. Given the product [OH:1][C:2]1[N:10]=[CH:9][CH:8]=[C:7]([I:11])[C:3]=1[C:4]([O:13][CH3:12])=[O:5], predict the reactants needed to synthesize it. The reactants are: [OH:1][C:2]1[N:10]=[CH:9][CH:8]=[C:7]([I:11])[C:3]=1[C:4](Cl)=[O:5].[CH3:12][OH:13].